This data is from Reaction yield outcomes from USPTO patents with 853,638 reactions. The task is: Predict the reaction yield, written as a fraction of the theoretical maximum amount of product (1.0 means a 100% yield; for example, 0.34 means a 34% yield). (1) The yield is 0.950. The catalyst is CCOCC.O1CCOCC1. The product is [N:24]([CH:11]([C:10]([C:7]1[CH:6]=[CH:5][C:4]([Br:3])=[CH:9][CH:8]=1)=[O:23])[CH2:12][C:13]([O:15][CH2:16][C:17]1[CH:18]=[CH:19][CH:20]=[CH:21][CH:22]=1)=[O:14])=[N+:25]=[N-:26]. The reactants are BrBr.[Br:3][C:4]1[CH:9]=[CH:8][C:7]([C:10](=[O:23])[CH2:11][CH2:12][C:13]([O:15][CH2:16][C:17]2[CH:22]=[CH:21][CH:20]=[CH:19][CH:18]=2)=[O:14])=[CH:6][CH:5]=1.[N-:24]=[N+:25]=[N-:26].[Na+]. (2) The reactants are [C:1]([O:7][CH2:8][CH:9]=[CH2:10])(=[O:6])[CH2:2][C:3]([CH3:5])=O.[Br:11][C:12]1[CH:19]=[CH:18][C:15]([CH:16]=O)=[CH:14][CH:13]=1.[NH4+:20].[OH-:21]. The catalyst is CCO.C(Cl)Cl. The product is [Br:11][C:12]1[CH:19]=[CH:18][C:15]([CH:16]2[C:2]([C:1]([O:7][CH2:8][CH:9]=[CH2:10])=[O:6])=[C:3]([CH3:5])[NH:20][C:3]([CH3:5])=[C:2]2[C:1]([O:7][CH2:8][CH:9]=[CH2:10])=[O:21])=[CH:14][CH:13]=1. The yield is 0.0900. (3) The reactants are [CH3:1][C:2]1([CH3:14])[C:6]([CH3:8])([CH3:7])[O:5][B:4]([C:9]2[CH:10]=[N:11][NH:12][CH:13]=2)[O:3]1.C(=O)([O-])[O-].[K+].[K+].Br[CH2:22][C:23]([O:25][C:26]([CH3:29])([CH3:28])[CH3:27])=[O:24]. The catalyst is CN(C)C(=O)C. The product is [C:26]([O:25][C:23](=[O:24])[CH2:22][N:12]1[CH:13]=[C:9]([B:4]2[O:5][C:6]([CH3:7])([CH3:8])[C:2]([CH3:14])([CH3:1])[O:3]2)[CH:10]=[N:11]1)([CH3:29])([CH3:28])[CH3:27]. The yield is 0.770. (4) The reactants are C1(P(C2C=CC=CC=2)C2C=CC=CC=2)C=CC=CC=1.[CH2:20]([C:22]1[CH:23]=[CH:24][C:25]([O:36][CH:37]([CH3:41])[CH2:38][CH2:39][OH:40])=[C:26]([C:28]([C:30]2[CH:35]=[CH:34][CH:33]=[CH:32][CH:31]=2)=[O:29])[CH:27]=1)[CH3:21].COC(=O)[CH:45]([C:47]1[CH:52]=[CH:51][C:50](O)=[CH:49][C:48]=1[CH3:54])[CH3:46].C[CH2:57][O:58][C:59](/N=N/[C:59]([O:58][CH2:57]C)=[O:60])=[O:60]. No catalyst specified. The product is [CH3:57][O:58][C:59](=[O:60])[CH2:46][CH2:45][C:47]1[CH:52]=[CH:51][C:50]([O:40][CH2:39][CH2:38][CH:37]([O:36][C:25]2[CH:24]=[CH:23][C:22]([CH2:20][CH3:21])=[CH:27][C:26]=2[C:28](=[O:29])[C:30]2[CH:31]=[CH:32][CH:33]=[CH:34][CH:35]=2)[CH3:41])=[CH:49][C:48]=1[CH3:54]. The yield is 0.760. (5) The reactants are [CH3:1][C:2]1([CH3:14])[CH2:7][C:6]([CH3:12])([Sn](C)(C)C)[CH2:5][C:4](=[O:13])[CH2:3]1. The catalyst is ClCCl.Cl[Ti](Cl)(Cl)Cl. The product is [CH3:12][C:6]1([CH3:5])[CH2:7][C:2]([CH3:1])([CH3:14])[CH2:3][C:4]1=[O:13]. The yield is 0.866.